This data is from Full USPTO retrosynthesis dataset with 1.9M reactions from patents (1976-2016). The task is: Predict the reactants needed to synthesize the given product. (1) The reactants are: [CH:1]([N:4]1[C:8]2[CH:9]=[CH:10][C:11]([NH2:13])=[CH:12][C:7]=2[N:6]=[CH:5]1)([CH3:3])[CH3:2].[Br:14]Br.N.CO.C(Cl)Cl. Given the product [CH:1]([N:4]1[C:8]2[CH:9]=[CH:10][C:11]([NH2:13])=[C:12]([Br:14])[C:7]=2[N:6]=[CH:5]1)([CH3:3])[CH3:2], predict the reactants needed to synthesize it. (2) Given the product [Cl:12][C:13]1[CH:14]=[C:15]2[C:19](=[CH:20][CH:21]=1)[N:18]([CH2:31][C:32]([O:34][CH2:35][CH3:36])=[O:33])[C:17](=[O:22])[C:16]2=[O:23], predict the reactants needed to synthesize it. The reactants are: N1C2C(=CC=CC=2)C(=O)C1=O.[Cl:12][C:13]1[CH:14]=[C:15]2[C:19](=[CH:20][CH:21]=1)[NH:18][C:17](=[O:22])[C:16]2=[O:23].BrCCC1CC1.Br[CH2:31][C:32]([O:34][CH2:35][CH3:36])=[O:33].